This data is from Full USPTO retrosynthesis dataset with 1.9M reactions from patents (1976-2016). The task is: Predict the reactants needed to synthesize the given product. (1) Given the product [Cl:1][C:2]1[N:7]=[CH:6][C:5]2[C:9]3[CH:14]=[CH:13][CH:12]=[CH:11][C:10]=3[S:15][C:4]=2[N:3]=1, predict the reactants needed to synthesize it. The reactants are: [Cl:1][C:2]1[N:7]=[C:6](Cl)[C:5]([C:9]2[CH:14]=[CH:13][CH:12]=[CH:11][C:10]=2[S:15]C(Cl)(Cl)Cl)=[CH:4][N:3]=1. (2) Given the product [NH2:34][C:35]1[CH:40]=[C:39]([CH2:41][O:14][C:7]2[C:8]3[C:13](=[CH:12][CH:11]=[CH:10][CH:9]=3)[C:4]([N+:1]([O-:3])=[O:2])=[CH:5][CH:6]=2)[CH:38]=[CH:37][N:36]=1, predict the reactants needed to synthesize it. The reactants are: [N+:1]([C:4]1[C:13]2[C:8](=[CH:9][CH:10]=[CH:11][CH:12]=2)[C:7]([OH:14])=[CH:6][CH:5]=1)([O-:3])=[O:2].C1(P(C2C=CC=CC=2)C2C=CC=CC=2)C=CC=CC=1.[NH2:34][C:35]1[CH:40]=[C:39]([CH2:41]O)[CH:38]=[CH:37][N:36]=1.CC(OC(/N=N/C(OC(C)C)=O)=O)C.